Dataset: TCR-epitope binding with 47,182 pairs between 192 epitopes and 23,139 TCRs. Task: Binary Classification. Given a T-cell receptor sequence (or CDR3 region) and an epitope sequence, predict whether binding occurs between them. (1) The epitope is QARQMVQAMRTIGTHP. The TCR CDR3 sequence is CASSYADTQYF. Result: 0 (the TCR does not bind to the epitope). (2) The TCR CDR3 sequence is CASSVGQGKAFF. Result: 1 (the TCR binds to the epitope). The epitope is PKYVKQNTLKLAT. (3) The epitope is ILHCANFNV. The TCR CDR3 sequence is CASSYSLDLYTGELFF. Result: 1 (the TCR binds to the epitope). (4) The epitope is KRWIILGLNK. The TCR CDR3 sequence is CASSSRTGELFF. Result: 1 (the TCR binds to the epitope). (5) The epitope is YEGNSPFHPL. The TCR CDR3 sequence is CASSNAGSGNTIYF. Result: 1 (the TCR binds to the epitope). (6) The epitope is WICLLQFAY. The TCR CDR3 sequence is CASSRGLANEQFF. Result: 0 (the TCR does not bind to the epitope). (7) The epitope is RLRPGGKKR. The TCR CDR3 sequence is CASSLRGENRDDYEQYF. Result: 0 (the TCR does not bind to the epitope). (8) The epitope is SEISMDNSPNL. The TCR CDR3 sequence is CASSLVDNNEQFF. Result: 1 (the TCR binds to the epitope).